This data is from Reaction yield outcomes from USPTO patents with 853,638 reactions. The task is: Predict the reaction yield, written as a fraction of the theoretical maximum amount of product (1.0 means a 100% yield; for example, 0.34 means a 34% yield). (1) The reactants are Cl[C:2]1[CH:3]=[CH:4][C:5]2[N:6]([C:8]([CH2:15][N:16]3[CH2:20][CH:19]([CH2:21][CH2:22][CH3:23])[CH2:18][C:17]3=[O:24])=[C:9]([C:11]([F:14])([F:13])[F:12])[N:10]=2)[N:7]=1.[CH3:25][S-:26].[Na+].O.C(OCC)(=O)C. The catalyst is C1COCC1. The product is [CH3:25][S:26][C:2]1[CH:3]=[CH:4][C:5]2[N:6]([C:8]([CH2:15][N:16]3[CH2:20][CH:19]([CH2:21][CH2:22][CH3:23])[CH2:18][C:17]3=[O:24])=[C:9]([C:11]([F:14])([F:13])[F:12])[N:10]=2)[N:7]=1. The yield is 0.260. (2) The product is [Br:1][C:2]1[CH:14]=[CH:13][C:12]([C:15]([NH2:17])=[O:16])=[C:11]2[C:3]=1[C:4]1[CH2:5][CH2:6][CH:7]([CH:18]=[O:19])[CH2:8][C:9]=1[NH:10]2. The catalyst is C1COCC1. The reactants are [Br:1][C:2]1[CH:14]=[CH:13][C:12]([C:15]([NH2:17])=[O:16])=[C:11]2[C:3]=1[C:4]1[CH2:5][CH2:6][CH:7]([C:18](N(OC)C)=[O:19])[CH2:8][C:9]=1[NH:10]2.[H-].[Al+3].[Li+].[H-].[H-].[H-].Cl. The yield is 0.900. (3) The reactants are [CH2:1]([NH2:4])[CH:2]=[CH2:3].[CH3:5]C(O)=O.[CH2:9]([S:11]([N:14]1[CH2:19][CH2:18][CH:17]([C:20]2[C:28]3[C:23](=[C:24]([C:36]([NH2:38])=[O:37])[CH:25]=[C:26]([C:29]4[CH:33]=[C:32]([CH:34]=O)[S:31][CH:30]=4)[CH:27]=3)[NH:22][CH:21]=2)[CH2:16][CH2:15]1)(=[O:13])=[O:12])[CH3:10].[BH-](OC(C)=O)(OC(C)=O)OC(C)=O.[Na+].[BH3-]C#N.[Na+].C=O. The catalyst is CS(C)=O.CO. The product is [CH2:9]([S:11]([N:14]1[CH2:19][CH2:18][CH:17]([C:20]2[C:28]3[C:23](=[C:24]([C:36]([NH2:38])=[O:37])[CH:25]=[C:26]([C:29]4[CH:33]=[C:32]([CH2:34][N:4]([CH3:5])[CH2:1][CH:2]=[CH2:3])[S:31][CH:30]=4)[CH:27]=3)[NH:22][CH:21]=2)[CH2:16][CH2:15]1)(=[O:13])=[O:12])[CH3:10]. The yield is 0.230. (4) The reactants are [N+:1]([C:4]1[CH:9]=[CH:8][CH:7]=[CH:6][C:5]=1[CH2:10][C:11]([O:13][CH3:14])=[O:12])([O-])=O. The catalyst is CO.[Pd]. The product is [NH2:1][C:4]1[CH:9]=[CH:8][CH:7]=[CH:6][C:5]=1[CH2:10][C:11]([O:13][CH3:14])=[O:12]. The yield is 0.762. (5) The reactants are [Cl:1][C:2]1[N:7]=[C:6](Cl)[CH:5]=[CH:4][N:3]=1.C([O-])([O-])=O.[Cs+].[Cs+].[CH3:15][CH:16]([OH:18])[CH3:17]. No catalyst specified. The product is [Cl:1][C:2]1[N:7]=[C:6]([O:18][CH:16]([CH3:17])[CH3:15])[CH:5]=[CH:4][N:3]=1. The yield is 0.410.